Dataset: Forward reaction prediction with 1.9M reactions from USPTO patents (1976-2016). Task: Predict the product of the given reaction. (1) Given the reactants S(=O)(=O)(O)O.[CH3:6][C:7]1[CH:8]=[C:9]([CH:13]=[CH:14][CH:15]=1)[N:10]([CH3:12])[CH3:11].[N:16]([O-])=O.[Na+].[ClH:20], predict the reaction product. The product is: [ClH:20].[ClH:20].[CH3:6][C:7]1[C:8]([NH2:16])=[C:9]([N:10]([CH3:12])[CH3:11])[CH:13]=[CH:14][CH:15]=1. (2) Given the reactants [OH:1][C:2]1[C:7]([N+:8]([O-:10])=[O:9])=[CH:6][CH:5]=[CH:4][C:3]=1[C:11](=[O:13])[CH3:12].[C:14](O)(=[O:21])[C:15]1[CH:20]=[CH:19][CH:18]=[N:17][CH:16]=1.C1CCC(N=C=NC2CCCCC2)CC1, predict the reaction product. The product is: [C:14]([O:1][C:2]1[C:7]([N+:8]([O-:10])=[O:9])=[CH:6][CH:5]=[CH:4][C:3]=1[C:11](=[O:13])[CH3:12])(=[O:21])[C:15]1[CH:20]=[CH:19][CH:18]=[N:17][CH:16]=1. (3) Given the reactants Cl[C:2]1[S:3][CH:4]=[C:5]([Cl:7])[N:6]=1.[CH3:8][NH:9][CH3:10], predict the reaction product. The product is: [Cl:7][C:5]1[N:6]=[C:2]([N:9]([CH3:10])[CH3:8])[S:3][CH:4]=1. (4) Given the reactants C(OC([N:6]1[C:34]2[C:29](=[CH:30][CH:31]=[C:32]([Cl:35])[CH:33]=2)[C:8]2([CH:13]([C:14]3[CH:19]=[CH:18][CH:17]=[C:16]([Cl:20])[CH:15]=3)[CH2:12][C:11](=[O:21])[NH:10][CH:9]2[C:22]2[CH:27]=[CH:26][CH:25]=[C:24]([Cl:28])[CH:23]=2)[C:7]1=[O:36])=O)C.[OH-].[Na+], predict the reaction product. The product is: [Cl:35][C:32]1[CH:33]=[C:34]2[NH:6][C:7](=[O:36])[C:8]3([CH:13]([C:14]4[CH:19]=[CH:18][CH:17]=[C:16]([Cl:20])[CH:15]=4)[CH2:12][C:11](=[O:21])[NH:10][CH:9]3[C:22]3[CH:27]=[CH:26][CH:25]=[C:24]([Cl:28])[CH:23]=3)[C:29]2=[CH:30][CH:31]=1.